From a dataset of Catalyst prediction with 721,799 reactions and 888 catalyst types from USPTO. Predict which catalyst facilitates the given reaction. (1) Product: [F:57][C:58]1[C:63]([S:64]([O-:67])(=[O:66])=[O:65])=[C:62]([F:68])[C:61]([F:69])=[C:60]([F:70])[C:59]=1[F:71].[C:24]([C:21]1[CH:22]=[CH:23][C:18]([I+:17][C:14]2[CH:15]=[CH:16][C:11]([C:6]([CH2:9][CH3:10])([CH3:8])[CH3:7])=[CH:12][CH:13]=2)=[CH:19][CH:20]=1)([CH2:27][CH3:28])([CH3:26])[CH3:25]. The catalyst class is: 6. Reactant: S([O-])([O-])(=O)=O.[C:6]([C:11]1[CH:16]=[CH:15][C:14]([I+:17][C:18]2[CH:23]=[CH:22][C:21]([C:24]([CH2:27][CH3:28])([CH3:26])[CH3:25])=[CH:20][CH:19]=2)=[CH:13][CH:12]=1)([CH2:9][CH3:10])([CH3:8])[CH3:7].[C:24]([C:21]1[CH:22]=[CH:23][C:18]([I+:17][C:14]2[CH:15]=[CH:16][C:11]([C:6]([CH2:9][CH3:10])([CH3:8])[CH3:7])=[CH:12][CH:13]=2)=[CH:19][CH:20]=1)([CH2:27][CH3:28])([CH3:26])[CH3:25].C[N+](C)(C)C.[F:57][C:58]1[C:63]([S:64]([OH:67])(=[O:66])=[O:65])=[C:62]([F:68])[C:61]([F:69])=[C:60]([F:70])[C:59]=1[F:71]. (2) Reactant: [C:1]([C@@H:4]1[CH2:8][CH2:7][CH2:6][C@@H:5]1[NH:9][C:10](=[O:16])[O:11][C:12]([CH3:15])([CH3:14])[CH3:13])(=O)[NH2:2].CN(C=O)C.ClC1N=C(Cl)N=C(Cl)N=1. Product: [C:1]([C@@H:4]1[CH2:8][CH2:7][CH2:6][C@@H:5]1[NH:9][C:10](=[O:16])[O:11][C:12]([CH3:14])([CH3:13])[CH3:15])#[N:2]. The catalyst class is: 13.